From a dataset of Forward reaction prediction with 1.9M reactions from USPTO patents (1976-2016). Predict the product of the given reaction. (1) Given the reactants [CH:1]1([C:4]2[N:5]([CH2:10][CH2:11][NH2:12])[CH:6]=[C:7]([I:9])[N:8]=2)[CH2:3][CH2:2]1.[F:13][C:14]1[CH:15]=[C:16]([CH2:25][CH2:26][CH:27]=O)[CH:17]=[CH:18][C:19]=1[O:20][C:21]([F:24])([F:23])[F:22], predict the reaction product. The product is: [CH:1]1([C:4]2[N:5]3[CH2:10][CH2:11][NH:12][CH:27]([CH2:26][CH2:25][C:16]4[CH:17]=[CH:18][C:19]([O:20][C:21]([F:22])([F:23])[F:24])=[C:14]([F:13])[CH:15]=4)[C:6]3=[C:7]([I:9])[N:8]=2)[CH2:3][CH2:2]1. (2) Given the reactants [Cl:1][C:2]1[C:7](=[O:8])[N:6]([C:9]2[CH:10]=[C:11]([CH:18]=[CH:19][C:20]=2[CH3:21])[C:12]([NH:14][CH2:15][CH2:16][OH:17])=[O:13])[C:5]([CH3:22])=[N:4][C:3]=1[O:23][CH2:24][C:25]1[CH:30]=[CH:29][C:28]([F:31])=[CH:27][C:26]=1[F:32].N[CH2:34][C@@H](O)C, predict the reaction product. The product is: [Cl:1][C:2]1[C:7](=[O:8])[N:6]([C:9]2[CH:10]=[C:11]([CH:18]=[CH:19][C:20]=2[CH3:21])[C:12]([NH:14][CH2:15][C@@H:16]([OH:17])[CH3:34])=[O:13])[C:5]([CH3:22])=[N:4][C:3]=1[O:23][CH2:24][C:25]1[CH:30]=[CH:29][C:28]([F:31])=[CH:27][C:26]=1[F:32]. (3) Given the reactants [Br:1][C:2]1[CH:3]=[C:4]2[C:9](=[C:10]([Br:12])[CH:11]=1)[NH:8][CH:7]([C:13]([F:16])([F:15])[F:14])[C:6]([C:17]([O:19]CC)=[O:18])=[CH:5]2.[OH-].[Li+].Cl.C(OCC)C, predict the reaction product. The product is: [Br:1][C:2]1[CH:3]=[C:4]2[C:9](=[C:10]([Br:12])[CH:11]=1)[NH:8][CH:7]([C:13]([F:15])([F:16])[F:14])[C:6]([C:17]([OH:19])=[O:18])=[CH:5]2. (4) Given the reactants [CH2:1]([C:3]1[CH:8]=[CH:7][C:6]([CH:9]2[CH2:14][N:13]([C:15]([N:17]3[CH2:22][CH2:21][CH:20]([OH:23])[CH2:19][CH2:18]3)=[O:16])[CH2:12][CH:11]([C:24]([OH:26])=O)[CH2:10]2)=[CH:5][CH:4]=1)[CH3:2].O[C:28]1([C:38](=[NH:40])[NH2:39])[CH:33]=[CH:32][CH:31]=[C:30]([C:34]([F:37])([F:36])[F:35])[CH2:29]1, predict the reaction product. The product is: [CH2:1]([C:3]1[CH:4]=[CH:5][C:6]([CH:9]2[CH2:10][CH:11]([C:24]3[O:26][N:40]=[C:38]([C:28]4[CH:33]=[CH:32][CH:31]=[C:30]([C:34]([F:35])([F:36])[F:37])[CH:29]=4)[N:39]=3)[CH2:12][N:13]([C:15]([N:17]3[CH2:18][CH2:19][CH:20]([OH:23])[CH2:21][CH2:22]3)=[O:16])[CH2:14]2)=[CH:7][CH:8]=1)[CH3:2]. (5) Given the reactants [OH:1][N:2]1[C:6](=[O:7])[CH2:5][CH2:4][C:3]1=[O:8].C(N(CC)CC)C.[Br:16][C:17]([CH3:22])([CH3:21])[C:18](Br)=[O:19].[OH2:23], predict the reaction product. The product is: [OH:1][N:2]1[C:6](=[O:7])[CH2:5][CH2:4][C:3]1=[O:8].[Br:16][C:17]([CH3:22])([CH3:21])[C:18]([O-:19])=[O:23]. (6) Given the reactants [C:1]([NH:4][CH2:5][C:6]([OH:8])=[O:7])(=[O:3])[CH3:2].[C:9]1(C)C=CC(S(O)(=O)=O)=C[CH:10]=1, predict the reaction product. The product is: [C:1]([NH:4][CH2:5][C:6]([O:8][CH2:9][CH3:10])=[O:7])(=[O:3])[CH3:2]. (7) Given the reactants [CH3:1][NH:2][C:3]1[CH:8]=[CH:7][C:6]([C:9]2[N:10]=[C:11]([N:29]3[CH2:34][CH2:33][O:32][CH2:31][CH2:30]3)[C:12]3[S:17][C:16]([CH2:18][N:19]4[CH2:24][CH2:23][N:22](S(C)(=O)=O)[CH2:21][CH2:20]4)=[CH:15][C:13]=3[N:14]=2)=[CH:5][N:4]=1.[C:35](Cl)(=[O:37])[CH3:36].CCN(CC)CC.O.C(Cl)Cl, predict the reaction product. The product is: [CH3:1][N:2]([C:3]1[CH:8]=[CH:7][C:6]([C:9]2[N:10]=[C:11]([N:29]3[CH2:34][CH2:33][O:32][CH2:31][CH2:30]3)[C:12]3[S:17][C:16]([CH2:18][N:19]4[CH2:24][CH2:23][NH:22][CH2:21][CH2:20]4)=[CH:15][C:13]=3[N:14]=2)=[CH:5][N:4]=1)[C:35](=[O:37])[CH3:36].